Task: Predict the reactants needed to synthesize the given product.. Dataset: Full USPTO retrosynthesis dataset with 1.9M reactions from patents (1976-2016) (1) Given the product [F:21][C:19]1([F:22])[O:18][C:17]2[CH:23]=[CH:24][C:14]([C:11]3([C:9]([NH:8][C:6]4[N:7]=[C:2]([C:31]5[CH:32]=[N:33][C:28]([O:27][CH3:26])=[CH:29][CH:30]=5)[C:3]([CH3:25])=[CH:4][CH:5]=4)=[O:10])[CH2:13][CH2:12]3)=[CH:15][C:16]=2[O:20]1, predict the reactants needed to synthesize it. The reactants are: Cl[C:2]1[N:7]=[C:6]([NH:8][C:9]([C:11]2([C:14]3[CH:24]=[CH:23][C:17]4[O:18][C:19]([F:22])([F:21])[O:20][C:16]=4[CH:15]=3)[CH2:13][CH2:12]2)=[O:10])[CH:5]=[CH:4][C:3]=1[CH3:25].[CH3:26][O:27][C:28]1[N:33]=[CH:32][C:31](B(O)O)=[CH:30][CH:29]=1.C(=O)([O-])[O-].[K+].[K+]. (2) Given the product [F:28][C:29]1[N:34]=[CH:33][C:32]([C:2]2[C:3]([N:22]3[CH2:26][CH2:25][C@@H:24]([OH:27])[CH2:23]3)=[N:4][CH:5]=[C:6]([C:7]([NH:9][C:10]3[CH:11]=[CH:12][C:13]([O:16][C:17]([F:20])([F:18])[F:19])=[CH:14][CH:15]=3)=[O:8])[CH:21]=2)=[CH:31][CH:30]=1, predict the reactants needed to synthesize it. The reactants are: Br[C:2]1[C:3]([N:22]2[CH2:26][CH2:25][C@@H:24]([OH:27])[CH2:23]2)=[N:4][CH:5]=[C:6]([CH:21]=1)[C:7]([NH:9][C:10]1[CH:15]=[CH:14][C:13]([O:16][C:17]([F:20])([F:19])[F:18])=[CH:12][CH:11]=1)=[O:8].[F:28][C:29]1[N:34]=[CH:33][C:32](B(O)O)=[CH:31][CH:30]=1.